Predict the product of the given reaction. From a dataset of Forward reaction prediction with 1.9M reactions from USPTO patents (1976-2016). (1) Given the reactants C(OC([N:8]1[CH2:13][CH2:12][CH:11]([CH2:14][O:15][C:16]2[CH:21]=[C:20]([C@H:22]([CH:27]3[CH2:29][CH2:28]3)[CH2:23][C:24]([OH:26])=[O:25])[CH:19]=[CH:18][N:17]=2)[CH2:10][CH2:9]1)=O)(C)(C)C.S(=O)(=O)(O)O.[OH-].[Na+].[CH2:37](O)[CH3:38], predict the reaction product. The product is: [CH:27]1([C@@H:22]([C:20]2[CH:19]=[CH:18][N:17]=[C:16]([O:15][CH2:14][CH:11]3[CH2:10][CH2:9][NH:8][CH2:13][CH2:12]3)[CH:21]=2)[CH2:23][C:24]([O:26][CH2:37][CH3:38])=[O:25])[CH2:28][CH2:29]1. (2) Given the reactants CCOC(/N=N/C(OCC)=O)=O.[CH2:13]([N:15]1[C:21]2[N:22]=[CH:23][C:24]([CH2:26][CH2:27][OH:28])=[CH:25][C:20]=2[C:19](=[O:29])[N:18]([CH3:30])[C:17]2[CH:31]=[CH:32][CH:33]=[N:34][C:16]1=2)[CH3:14].O[C:36]1[CH:41]=[CH:40][C:39]([C:42]2[CH:46]=[C:45]([C:47]([O:49][CH2:50][CH3:51])=[O:48])[O:44][N:43]=2)=[CH:38][C:37]=1[CH3:52].C1C=CC(P(C2C=CC=CC=2)C2C=CC=CC=2)=CC=1, predict the reaction product. The product is: [CH2:13]([N:15]1[C:21]2[N:22]=[CH:23][C:24]([CH2:26][CH2:27][O:28][C:36]3[CH:41]=[CH:40][C:39]([C:42]4[CH:46]=[C:45]([C:47]([O:49][CH2:50][CH3:51])=[O:48])[O:44][N:43]=4)=[CH:38][C:37]=3[CH3:52])=[CH:25][C:20]=2[C:19](=[O:29])[N:18]([CH3:30])[C:17]2[CH:31]=[CH:32][CH:33]=[N:34][C:16]1=2)[CH3:14]. (3) Given the reactants [CH3:1][C:2]([O:5][C:6]([NH:8][C@H:9]([C:14]([OH:16])=O)[C:10]([CH3:13])([CH3:12])[CH3:11])=[O:7])([CH3:4])[CH3:3].[C@H:17]12[CH2:23][C@H:20]([NH:21][CH2:22]1)[CH2:19][N:18]2[C:24]([C:26]1[NH:30][C:29]2[CH:31]=[CH:32][CH:33]=[CH:34][C:28]=2[N:27]=1)=[O:25].C(Cl)CCl.C1C=CC2N(O)N=NC=2C=1.CN1CCOCC1, predict the reaction product. The product is: [NH:27]1[C:28]2[CH:34]=[CH:33][CH:32]=[CH:31][C:29]=2[N:30]=[C:26]1[C:24]([N:18]1[CH2:19][C@@H:20]2[CH2:23][C@H:17]1[CH2:22][N:21]2[C:14]([C@@H:9]([NH:8][C:6](=[O:7])[O:5][C:2]([CH3:1])([CH3:3])[CH3:4])[C:10]([CH3:11])([CH3:12])[CH3:13])=[O:16])=[O:25]. (4) Given the reactants [NH2:1][C:2]1[CH:10]=[C:9]2[C:5]([CH2:6][O:7][C:8]2=[C:11]2[C:19]3[C:14](=[CH:15][CH:16]=[CH:17][CH:18]=3)[NH:13][C:12]2=[O:20])=[CH:4][CH:3]=1.C(N(CC)C(C)C)(C)C.[C:30](Cl)(=[O:32])[CH3:31], predict the reaction product. The product is: [O:20]=[C:12]1[C:11](=[C:8]2[C:9]3[C:5](=[CH:4][CH:3]=[C:2]([NH:1][C:30](=[O:32])[CH3:31])[CH:10]=3)[CH2:6][O:7]2)[C:19]2[C:14](=[CH:15][CH:16]=[CH:17][CH:18]=2)[NH:13]1.